Dataset: Forward reaction prediction with 1.9M reactions from USPTO patents (1976-2016). Task: Predict the product of the given reaction. Given the reactants [OH:1][C:2]1[C:3](C(C2C=CC=CC=2)(C)C)=[N:4][C:5]2[C:10]([C:11]=1[C:12]([OH:14])=[O:13])=[CH:9][CH:8]=[C:7]1[CH2:15]CC[CH2:18][C:6]=21.CC1C(C)=C2C(C(=O)C(=O)N2)=CC=1.OCC(=O)[CH2:44][CH:45]([C:47]1[CH:52]=[CH:51][CH:50]=[CH:49][CH:48]=1)[CH3:46], predict the reaction product. The product is: [OH:1][C:2]1[C:3]([CH2:44][CH:45]([C:47]2[CH:52]=[CH:51][CH:50]=[CH:49][CH:48]=2)[CH3:46])=[N:4][C:5]2[C:10]([C:11]=1[C:12]([OH:14])=[O:13])=[CH:9][CH:8]=[C:7]([CH3:15])[C:6]=2[CH3:18].